This data is from Merck oncology drug combination screen with 23,052 pairs across 39 cell lines. The task is: Regression. Given two drug SMILES strings and cell line genomic features, predict the synergy score measuring deviation from expected non-interaction effect. (1) Drug 1: COc1cc(C2c3cc4c(cc3C(OC3OC5COC(C)OC5C(O)C3O)C3COC(=O)C23)OCO4)cc(OC)c1O. Drug 2: Cn1nnc2c(C(N)=O)ncn2c1=O. Cell line: A2780. Synergy scores: synergy=10.2. (2) Drug 1: N#Cc1ccc(Cn2cncc2CN2CCN(c3cccc(Cl)c3)C(=O)C2)cc1. Drug 2: O=C(NOCC(O)CO)c1ccc(F)c(F)c1Nc1ccc(I)cc1F. Cell line: NCIH2122. Synergy scores: synergy=35.0.